The task is: Regression. Given a peptide amino acid sequence and an MHC pseudo amino acid sequence, predict their binding affinity value. This is MHC class II binding data.. This data is from Peptide-MHC class II binding affinity with 134,281 pairs from IEDB. (1) The peptide sequence is DFGNSYIAEMETESW. The MHC is DRB1_0405 with pseudo-sequence DRB1_0405. The binding affinity (normalized) is 0.503. (2) The peptide sequence is AMSKVRKDISEWQPS. The MHC is DRB4_0103 with pseudo-sequence DRB4_0103. The binding affinity (normalized) is 0.485. (3) The peptide sequence is TGGNSPVQEFTVPRT. The MHC is HLA-DQA10401-DQB10402 with pseudo-sequence HLA-DQA10401-DQB10402. The binding affinity (normalized) is 0.282.